From a dataset of Catalyst prediction with 721,799 reactions and 888 catalyst types from USPTO. Predict which catalyst facilitates the given reaction. (1) Reactant: [Si:1]([O:8][CH2:9][CH2:10]/[C:11](=[CH:16]\[NH:17][NH:18][C:19]1[CH:24]=[C:23]([C:25]#[N:26])[CH:22]=[CH:21][N:20]=1)/[C:12](OC)=[O:13])([C:4]([CH3:7])([CH3:6])[CH3:5])([CH3:3])[CH3:2].CC([O-])(C)C.[K+].OS([O-])(=O)=O.[Na+]. Product: [Si:1]([O:8][CH2:9][CH2:10][C:11]1[CH:16]=[N:17][N:18]([C:19]2[CH:24]=[C:23]([C:25]#[N:26])[CH:22]=[CH:21][N:20]=2)[C:12]=1[OH:13])([C:4]([CH3:7])([CH3:6])[CH3:5])([CH3:3])[CH3:2]. The catalyst class is: 162. (2) Reactant: [C:1]([N:3]=[C:4]1[N:19]([CH3:20])[C:7]2[CH:8]=[N:9][C:10]3[CH:11]=[CH:12][C:13](B(O)O)=[CH:14][C:15]=3[C:6]=2[N:5]1[C:21]1[CH:22]=[N:23][C:24]([C:27]([C:30]#[N:31])([CH3:29])[CH3:28])=[CH:25][CH:26]=1)#[N:2].Br[C:33]1[C:34]([CH3:43])=[CH:35][C:36]([NH:39][C:40](=[O:42])[CH3:41])=[N:37][CH:38]=1.C(=O)([O-])[O-].[Na+].[Na+]. Product: [C:1]([N:3]=[C:4]1[N:19]([CH3:20])[C:7]2[CH:8]=[N:9][C:10]3[CH:11]=[CH:12][C:13]([C:33]4[C:34]([CH3:43])=[CH:35][C:36]([NH:39][C:40](=[O:42])[CH3:41])=[N:37][CH:38]=4)=[CH:14][C:15]=3[C:6]=2[N:5]1[C:21]1[CH:22]=[N:23][C:24]([C:27]([C:30]#[N:31])([CH3:29])[CH3:28])=[CH:25][CH:26]=1)#[N:2]. The catalyst class is: 3. (3) Reactant: [OH:1][C@@H:2]1[C@H:6]([CH3:7])[N:5]([C:8]([O:10][C:11]([CH3:14])([CH3:13])[CH3:12])=[O:9])[C@H:4]([C:15]([O:17]C)=[O:16])[CH2:3]1.[Li+].[OH-].O. Product: [C:11]([O:10][C:8]([N:5]1[C@@H:6]([CH3:7])[C@@H:2]([OH:1])[CH2:3][C@H:4]1[C:15]([OH:17])=[O:16])=[O:9])([CH3:12])([CH3:13])[CH3:14]. The catalyst class is: 5.